Dataset: Full USPTO retrosynthesis dataset with 1.9M reactions from patents (1976-2016). Task: Predict the reactants needed to synthesize the given product. (1) Given the product [CH3:1][C:2]1[CH:7]=[C:6]([C:8]2[CH:13]=[C:12]([CH2:14][C:15]([NH:30][C:27]3[CH:26]=[CH:25][C:24]([C:19]4[CH:20]=[N:21][CH:22]=[CH:23][N:18]=4)=[CH:29][N:28]=3)=[O:17])[CH:11]=[CH:10][N:9]=2)[CH:5]=[CH:4][N:3]=1, predict the reactants needed to synthesize it. The reactants are: [CH3:1][C:2]1[CH:7]=[C:6]([C:8]2[CH:13]=[C:12]([CH2:14][C:15]([OH:17])=O)[CH:11]=[CH:10][N:9]=2)[CH:5]=[CH:4][N:3]=1.[N:18]1[CH:23]=[CH:22][N:21]=[CH:20][C:19]=1[C:24]1[CH:25]=[CH:26][C:27]([NH2:30])=[N:28][CH:29]=1.C1(N=C=NC2CCCCC2)CCCCC1. (2) Given the product [NH:2]1[CH:3]=[C:4]([C:6]2[CH:22]=[CH:21][C:9]3[C:10]4[N:11]=[C:12]([C:18]([N:23]5[CH2:28][CH2:27][CH:26]([C:29]#[N:30])[CH2:25][CH2:24]5)=[O:19])[S:13][C:14]=4[CH2:15][CH2:16][O:17][C:8]=3[CH:7]=2)[CH:5]=[N:1]1, predict the reactants needed to synthesize it. The reactants are: [NH:1]1[CH:5]=[C:4]([C:6]2[CH:22]=[CH:21][C:9]3[C:10]4[N:11]=[C:12]([C:18](O)=[O:19])[S:13][C:14]=4[CH2:15][CH2:16][O:17][C:8]=3[CH:7]=2)[CH:3]=[N:2]1.[NH:23]1[CH2:28][CH2:27][CH:26]([C:29]#[N:30])[CH2:25][CH2:24]1. (3) Given the product [CH3:17][O:18][CH2:19][CH2:20][O:21][CH2:22][CH2:23][O:24][CH2:25][CH2:26][O:27][C:28]1[CH:37]=[C:36]([CH:35]=[C:34]([O:18][CH2:19][CH2:20][O:21][CH2:22][CH2:23][O:10][CH2:8][CH2:9][O:14][CH3:11])[CH:29]=1)[CH:38]=[O:39], predict the reactants needed to synthesize it. The reactants are: OC1C=C(C=[C:8]([OH:10])[CH:9]=1)C=O.[C:11]([O-:14])([O-])=O.[K+].[K+].[CH3:17][O:18][CH2:19][CH2:20][O:21][CH2:22][CH2:23][O:24][CH2:25][CH2:26][O:27][C:28]1[CH:37]=[C:36]([CH3:38])[CH:35]=[CH:34][C:29]=1S([O-])(=O)=O.[OH2:39]. (4) Given the product [CH3:1][O:2][C:3]([C:5]1[C:6]([CH:17]([CH3:19])[CH3:18])=[N:7][C:8]2[C:13]([C:14]=1[Br:22])=[CH:12][C:11]([Cl:16])=[CH:10][CH:9]=2)=[O:4], predict the reactants needed to synthesize it. The reactants are: [CH3:1][O:2][C:3]([C:5]1[C:6]([CH:17]([CH3:19])[CH3:18])=[N:7][C:8]2[C:13]([C:14]=1O)=[CH:12][C:11]([Cl:16])=[CH:10][CH:9]=2)=[O:4].P(Br)(Br)([Br:22])=O. (5) Given the product [N:1]1([CH2:6][C:7]2[CH:8]=[C:9]([C:19](=[O:21])[CH2:20][C:22]([C:6]3[N:1]=[CH:5][CH:4]=[CH:3][N:26]=3)=[O:23])[CH:10]=[C:11]([CH2:13][N:14]3[CH:18]=[CH:17][CH:16]=[N:15]3)[CH:12]=2)[CH:5]=[CH:4][CH:3]=[N:2]1, predict the reactants needed to synthesize it. The reactants are: [N:1]1([CH2:6][C:7]2[CH:8]=[C:9]([C:19](=[O:21])[CH3:20])[CH:10]=[C:11]([CH2:13][N:14]3[CH:18]=[CH:17][CH:16]=[N:15]3)[CH:12]=2)[CH:5]=[CH:4][CH:3]=[N:2]1.[CH3:22][O-:23].[Na+].[Cl-].[NH4+:26]. (6) Given the product [Cl:1][C:2]1[CH:3]=[CH:4][C:5]([N:8]2[C:17](=[O:18])[C:16]3[C:11](=[CH:12][CH:13]=[CH:14][CH:15]=3)[N:10]=[C:9]2[C:19]2[CH:20]=[N:21][C:22]([CH3:26])=[CH:23][CH:24]=2)=[CH:6][CH:7]=1, predict the reactants needed to synthesize it. The reactants are: [Cl:1][C:2]1[CH:7]=[CH:6][C:5]([N:8]2[C:17](=[O:18])[C:16]3[C:11](=[CH:12][CH:13]=[CH:14][CH:15]=3)[N:10]=[C:9]2[C:19]2[CH:20]=[N:21][C:22](Cl)=[CH:23][CH:24]=2)=[CH:4][CH:3]=1.[CH3:26]B1OB(C)OB(C)O1.C([O-])([O-])=O.[K+].[K+]. (7) Given the product [Cl:1][C:2]1[CH:3]=[N:4][CH:5]=[C:6]([Cl:20])[C:7]=1[S:8][C:9]1[S:13][C:12]([C:14]([NH:31][C:30]2[CH:29]=[CH:28][C:27]([N:24]3[CH2:25][CH2:26][O:21][CH2:22][CH2:23]3)=[CH:33][CH:32]=2)=[O:15])=[CH:11][C:10]=1[N+:17]([O-:19])=[O:18], predict the reactants needed to synthesize it. The reactants are: [Cl:1][C:2]1[CH:3]=[N:4][CH:5]=[C:6]([Cl:20])[C:7]=1[S:8][C:9]1[S:13][C:12]([C:14](Cl)=[O:15])=[CH:11][C:10]=1[N+:17]([O-:19])=[O:18].[O:21]1[CH2:26][CH2:25][N:24]([C:27]2[CH:33]=[CH:32][C:30]([NH2:31])=[CH:29][CH:28]=2)[CH2:23][CH2:22]1. (8) Given the product [CH:35]1([N:1]2[C:9]3[C:4](=[CH:5][C:6]([CH:10]([C:18]4[CH:19]=[CH:20][CH:21]=[CH:22][CH:23]=4)[C:11]([CH3:17])([CH3:16])[C:12]([O:14][CH3:15])=[O:13])=[CH:7][CH:8]=3)[CH:3]=[N:2]2)[CH2:41][CH2:40][CH2:39][CH2:38][CH2:37][CH2:36]1, predict the reactants needed to synthesize it. The reactants are: [NH:1]1[C:9]2[C:4](=[CH:5][C:6]([CH:10]([C:18]3[CH:23]=[CH:22][CH:21]=[CH:20][CH:19]=3)[C:11]([CH3:17])([CH3:16])[C:12]([O:14][CH3:15])=[O:13])=[CH:7][CH:8]=2)[CH:3]=[N:2]1.C[Si]([N-][Si](C)(C)C)(C)C.[Na+].Br[CH:35]1[CH2:41][CH2:40][CH2:39][CH2:38][CH2:37][CH2:36]1. (9) Given the product [C:30]1([S:34][CH2:9][C:10]([N:12]2[C:20]3[C:15](=[CH:16][C:17]([S:21]([NH2:24])(=[O:22])=[O:23])=[CH:18][CH:19]=3)[CH2:14][CH2:13]2)=[O:11])[CH:31]=[CH:32][CH:33]=[CH:28][CH:29]=1, predict the reactants needed to synthesize it. The reactants are: ClC1C=C([CH2:9][C:10]([N:12]2[C:20]3[C:15](=[CH:16][C:17]([S:21]([NH2:24])(=[O:23])=[O:22])=[CH:18][CH:19]=3)[CH2:14][CH2:13]2)=[O:11])C=CC=1Cl.N1[C:33]2[C:28](=[CH:29][C:30]([S:34](N)(=O)=O)=[CH:31][CH:32]=2)CC1.C1(SCC(O)=O)C=CC=CC=1.